Dataset: Catalyst prediction with 721,799 reactions and 888 catalyst types from USPTO. Task: Predict which catalyst facilitates the given reaction. (1) Reactant: [CH2:1]([C:3]1[CH:17]=[CH:16][C:6]([O:7][C:8]2[CH:14]=[CH:13][C:11]([NH2:12])=[CH:10][C:9]=2[F:15])=[C:5]([O:18][CH3:19])[CH:4]=1)[CH3:2].[CH2:20]([O:22][C:23](Cl)=[O:24])[CH3:21].[NH4+].[Cl-]. Product: [CH2:20]([O:22][C:23](=[O:24])[NH:12][C:11]1[CH:13]=[CH:14][C:8]([O:7][C:6]2[CH:16]=[CH:17][C:3]([CH2:1][CH3:2])=[CH:4][C:5]=2[O:18][CH3:19])=[C:9]([F:15])[CH:10]=1)[CH3:21]. The catalyst class is: 554. (2) Reactant: Cl[C:2]1[C:3]2[C:4](=[CH:17][N:18](CC3C=CC(OC)=CC=3)[N:19]=2)[N:5]=[C:6]([C:8]2[N:9]=[C:10]3[CH:15]=[CH:14][CH:13]=[CH:12][N:11]3[CH:16]=2)[N:7]=1.[CH3:29][O:30][C:31]1[CH:32]=[C:33]([CH:35]=[CH:36][C:37]=1[O:38][CH3:39])[NH2:34].Cl. Product: [CH3:29][O:30][C:31]1[CH:32]=[C:33]([NH:34][C:2]2[C:3]3[NH:19][N:18]=[CH:17][C:4]=3[N:5]=[C:6]([C:8]3[N:9]=[C:10]4[CH:15]=[CH:14][CH:13]=[CH:12][N:11]4[CH:16]=3)[N:7]=2)[CH:35]=[CH:36][C:37]=1[O:38][CH3:39]. The catalyst class is: 71.